This data is from Reaction yield outcomes from USPTO patents with 853,638 reactions. The task is: Predict the reaction yield, written as a fraction of the theoretical maximum amount of product (1.0 means a 100% yield; for example, 0.34 means a 34% yield). The reactants are [F:1][C:2]([F:33])([F:32])[C:3]1[CH:4]=[C:5]([CH:25]=[C:26]([C:28]([F:31])([F:30])[F:29])[CH:27]=1)[CH2:6][N:7]1[CH2:13][CH2:12][C:11](=S)[NH:10][CH:9]([CH2:15][C:16]2[CH:21]=[CH:20][C:19]([Cl:22])=[C:18]([Cl:23])[CH:17]=2)[C:8]1=[O:24].C(O)CCC.[N:39]1([CH2:45][CH2:46][C:47]([NH:49][NH2:50])=O)[CH2:44][CH2:43][O:42][CH2:41][CH2:40]1. No catalyst specified. The product is [F:30][C:28]([F:31])([F:29])[C:26]1[CH:25]=[C:5]([CH:4]=[C:3]([C:2]([F:33])([F:32])[F:1])[CH:27]=1)[CH2:6][N:7]1[CH2:13][CH2:12][C:11]2[N:10]([C:47]([CH2:46][CH2:45][N:39]3[CH2:44][CH2:43][O:42][CH2:41][CH2:40]3)=[N:49][N:50]=2)[CH:9]([CH2:15][C:16]2[CH:21]=[CH:20][C:19]([Cl:22])=[C:18]([Cl:23])[CH:17]=2)[C:8]1=[O:24]. The yield is 0.592.